From a dataset of Forward reaction prediction with 1.9M reactions from USPTO patents (1976-2016). Predict the product of the given reaction. (1) Given the reactants [CH2:1]([NH:8][CH2:9][CH2:10][OH:11])[C:2]1[CH:7]=[CH:6][CH:5]=[CH:4][CH:3]=1.C(N(CC)CC)C.Br[CH2:20]/[CH:21]=[CH:22]/[C:23]([O:25][CH2:26][CH3:27])=[O:24].[OH-].[Na+], predict the reaction product. The product is: [CH2:1]([N:8]1[CH2:9][CH2:10][O:11][CH:21]([CH2:22][C:23]([O:25][CH2:26][CH3:27])=[O:24])[CH2:20]1)[C:2]1[CH:7]=[CH:6][CH:5]=[CH:4][CH:3]=1. (2) Given the reactants I[C:2]1[CH:3]=[N:4][N:5]([CH:7]2[CH2:12][CH2:11][CH2:10][CH2:9][O:8]2)[CH:6]=1.CN(C)CCN(C)C.C([Li])(C)(C)C.[F:26][C:27]1([F:34])[CH2:32][CH2:31][C:30](=[O:33])[CH2:29][CH2:28]1, predict the reaction product. The product is: [F:26][C:27]1([F:34])[CH2:32][CH2:31][C:30]([C:2]2[CH:3]=[N:4][N:5]([CH:7]3[CH2:12][CH2:11][CH2:10][CH2:9][O:8]3)[CH:6]=2)([OH:33])[CH2:29][CH2:28]1. (3) Given the reactants [F:1][C:2]1[C:18]([C:19]#[C:20][C:21]([C:24]2[CH:28]=[C:27]([CH:29]=O)[O:26][N:25]=2)([OH:23])[CH3:22])=[CH:17][C:5]2[C:6]3[N:7]([CH:11]=[C:12]([C:14]([NH2:16])=[O:15])[N:13]=3)[CH2:8][CH2:9][O:10][C:4]=2[CH:3]=1.[C:31](=O)([O-])[O-].[K+].[K+], predict the reaction product. The product is: [C:29]([C:27]1[O:26][N:25]=[C:24]([C:21]([OH:23])([CH3:22])[C:20]#[C:19][C:18]2[C:2]([F:1])=[CH:3][C:4]3[O:10][CH2:9][CH2:8][N:7]4[CH:11]=[C:12]([C:14]([NH2:16])=[O:15])[N:13]=[C:6]4[C:5]=3[CH:17]=2)[CH:28]=1)#[CH:31]. (4) Given the reactants C(OC(=O)[NH:7][C@H:8]1[CH2:14][N:13]([CH2:15][CH2:16][CH2:17][C:18]([F:21])([F:20])[F:19])[C:12]2[CH:22]=[CH:23][CH:24]=[CH:25][C:11]=2[NH:10][C:9]1=[O:26])(C)(C)C.[ClH:28], predict the reaction product. The product is: [ClH:28].[NH2:7][C@@H:8]1[C:9](=[O:26])[NH:10][C:11]2[CH:25]=[CH:24][CH:23]=[CH:22][C:12]=2[N:13]([CH2:15][CH2:16][CH2:17][C:18]([F:21])([F:20])[F:19])[CH2:14]1. (5) Given the reactants [F:1][C:2]1[CH:10]=[CH:9][C:8]([CH:11]=[O:12])=[CH:7][C:3]=1[C:4](O)=[O:5].S(Cl)(Cl)=O.[CH3:17][NH:18][CH3:19], predict the reaction product. The product is: [F:1][C:2]1[CH:10]=[CH:9][C:8]([CH:11]=[O:12])=[CH:7][C:3]=1[C:4]([N:18]([CH3:19])[CH3:17])=[O:5]. (6) Given the reactants Cl[C:2]1[C:7]2[N:8]=[C:9]([CH3:11])[S:10][C:6]=2[C:5](I)=[CH:4][N:3]=1.[F:13][C:14]1[CH:15]=[C:16](B(O)O)[CH:17]=[C:18]([F:20])[CH:19]=1.[NH2:24][C:25]1[N:26]=[C:27]([CH3:30])[S:28][CH:29]=1, predict the reaction product. The product is: [F:13][C:14]1[CH:15]=[C:16]([C:5]2[C:6]3[S:10][C:9]([CH3:11])=[N:8][C:7]=3[C:2]([NH:24][C:25]3[N:26]=[C:27]([CH3:30])[S:28][CH:29]=3)=[N:3][CH:4]=2)[CH:17]=[C:18]([F:20])[CH:19]=1. (7) Given the reactants [Cl:1][C:2]1[CH:3]=[C:4]([S:9](Cl)(=[O:11])=[O:10])[CH:5]=[CH:6][C:7]=1[Cl:8].[NH:13]1[CH2:18][CH2:17][CH:16]([CH2:19][NH:20][C:21](=[O:27])[O:22][C:23]([CH3:26])([CH3:25])[CH3:24])[CH2:15][CH2:14]1.C(N(CC)CC)C.CO, predict the reaction product. The product is: [Cl:1][C:2]1[CH:3]=[C:4]([S:9]([N:13]2[CH2:18][CH2:17][CH:16]([CH2:19][NH:20][C:21](=[O:27])[O:22][C:23]([CH3:25])([CH3:24])[CH3:26])[CH2:15][CH2:14]2)(=[O:11])=[O:10])[CH:5]=[CH:6][C:7]=1[Cl:8]. (8) Given the reactants [C:1]([NH:4][C:5]1[CH:6]=[C:7]2[S:13][C:12]([NH:14]CC3C=CC(OC)=CC=3)=[C:11]([C:24]([NH:26][C:27]3[CH:28]=[N:29][CH:30]=[CH:31][C:32]=3[N:33]3[CH2:38][C@H:37]([CH3:39])[C@@H:36]([O:40][Si](C(C)(C)C)(C)C)[C@H:35]([NH:48]C(=O)OC(C)(C)C)[CH2:34]3)=[O:25])[C:8]2=[N:9][CH:10]=1)(=[O:3])[CH3:2].C(O)(C(F)(F)F)=O.Cl.O1CCOCC1, predict the reaction product. The product is: [C:1]([NH:4][C:5]1[CH:6]=[C:7]2[S:13][C:12]([NH2:14])=[C:11]([C:24]([NH:26][C:27]3[CH:28]=[N:29][CH:30]=[CH:31][C:32]=3[N:33]3[CH2:38][C@H:37]([CH3:39])[C@@H:36]([OH:40])[C@H:35]([NH2:48])[CH2:34]3)=[O:25])[C:8]2=[N:9][CH:10]=1)(=[O:3])[CH3:2]. (9) The product is: [F:21][C:18]1[CH:19]=[CH:20][C:15]([C:12]2[N:8]3[CH:9]=[CH:10][N:11]=[C:6]([C:4]([OH:5])=[O:3])[C:7]3=[CH:14][N:13]=2)=[CH:16][CH:17]=1. Given the reactants C([O:3][C:4]([C:6]1[C:7]2[N:8]([C:12]([C:15]3[CH:20]=[CH:19][C:18]([F:21])=[CH:17][CH:16]=3)=[N:13][CH:14]=2)[CH:9]=[CH:10][N:11]=1)=[O:5])C.[OH-].[K+], predict the reaction product. (10) The product is: [N:1]1[C:10]2[C:5](=[CH:6][CH:7]=[CH:8][CH:9]=2)[CH:4]=[CH:3][C:2]=1[N:11]1[CH2:14][CH:13]([O:15][C:16]2[C:17]([N:22]3[CH2:27][CH2:26][CH:25]([CH:28]([OH:30])[CH3:29])[CH2:24][CH2:23]3)=[N:18][CH:19]=[CH:20][N:21]=2)[CH2:12]1. Given the reactants [N:1]1[C:10]2[C:5](=[CH:6][CH:7]=[CH:8][CH:9]=2)[CH:4]=[CH:3][C:2]=1[N:11]1[CH2:14][CH:13]([O:15][C:16]2[C:17]([N:22]3[CH2:27][CH2:26][CH:25]([C:28](=[O:30])[CH3:29])[CH2:24][CH2:23]3)=[N:18][CH:19]=[CH:20][N:21]=2)[CH2:12]1.[BH4-].[BH4-].[BH4-].[BH4-].[Na+].[Na+].[Na+].[Na+].[Cl-].[NH4+], predict the reaction product.